The task is: Predict the reactants needed to synthesize the given product.. This data is from Full USPTO retrosynthesis dataset with 1.9M reactions from patents (1976-2016). (1) Given the product [ClH:19].[Cl:19][C:20]1[S:28][C:27]2[CH2:26][CH2:25][N:24]([CH2:2][CH2:3][CH2:4][CH2:5][CH2:6][C:7]3([CH2:17][CH3:18])[C:15]4[C:10](=[CH:11][CH:12]=[CH:13][CH:14]=4)[NH:9][C:8]3=[O:16])[CH2:23][C:22]=2[CH:21]=1, predict the reactants needed to synthesize it. The reactants are: Br[CH2:2][CH2:3][CH2:4][CH2:5][CH2:6][C:7]1([CH2:17][CH3:18])[C:15]2[C:10](=[CH:11][CH:12]=[CH:13][CH:14]=2)[NH:9][C:8]1=[O:16].[Cl:19][C:20]1[S:28][C:27]2[CH2:26][CH2:25][NH:24][CH2:23][C:22]=2[CH:21]=1. (2) Given the product [CH2:37]([O:39][C:40]([C:42]1[CH:43]=[N:44][N:45]([C:2]2[N:6]([CH2:7][O:8][CH2:9][CH2:10][O:11][CH3:12])[C:5]3[CH:13]=[C:14]([Cl:25])[C:15]([S:17][C:18]4[CH:19]=[C:20]([CH3:24])[CH:21]=[CH:22][CH:23]=4)=[CH:16][C:4]=3[N:3]=2)[CH:46]=1)=[O:41])[CH3:38], predict the reactants needed to synthesize it. The reactants are: Cl[C:2]1[N:6]([CH2:7][O:8][CH2:9][CH2:10][O:11][CH3:12])[C:5]2[CH:13]=[C:14]([Cl:25])[C:15]([S:17][C:18]3[CH:19]=[C:20]([CH3:24])[CH:21]=[CH:22][CH:23]=3)=[CH:16][C:4]=2[N:3]=1.CN(C=O)C.C(=O)([O-])[O-].[Cs+].[Cs+].[CH2:37]([O:39][C:40]([C:42]1[CH:43]=[N:44][NH:45][CH:46]=1)=[O:41])[CH3:38].